Dataset: Experimentally validated miRNA-target interactions with 360,000+ pairs, plus equal number of negative samples. Task: Binary Classification. Given a miRNA mature sequence and a target amino acid sequence, predict their likelihood of interaction. (1) The miRNA is mmu-miR-1955-3p with sequence GAGCAUUGCAUGCUGGGACAU. The protein sequence of the target gene is MCSSVTGKLWFLTDRRIREDYPQKEILRALKAKCCEEELDFRAVVMDEMVLTVEQGNLGLRISGELISAYPQVVVVRVPTPWVQSDSDITVLRHLEKMGCRLMNRPQAILNCVNKFWTFQELAGHGVPLPDTFSYGGHENFAKMIDEAEVLEFPMVVKNTRGHRGKAVFLARDKHHLADLSHLIRHEAPYLFQKYIKESHGRDVRVIVVGGRVVGTMLRCSTDGRMQSNCSLGGVGMMCSLSEQGKQLAIQVSNILGTDVCGIDLLMKDDGSFCVCEANANVGFIAFDKACNLDVAGIIA.... Result: 1 (interaction). (2) The miRNA is hsa-miR-323a-3p with sequence CACAUUACACGGUCGACCUCU. The protein sequence of the target gene is MSDNGELEDKPPAPPVRMSSTIFSTGGKDPLSANHSLKPLPSVPEEKKPRNKIISIFSGTEKGSKKKEKERPEISPPSDFEHTIHVGFDAVTGEFTGMPEQWARLLQTSNITKLEQKKNPQAVLDVLKFYDSNTVKQKYLSFTPPEKDGFPSGTPALNTKGSETSAVVTEEDDDDEDAAPPVIAPRPDHTKSIYTRSVIDPIPAPVGDSNVDSGAKSSDKQKKKAKMTDEEIMEKLRTIVSIGDPKKKYTRYEKIGQGASGTVFTATDVALGQEVAIKQINLQKQPKKELIINEILVMKE.... Result: 0 (no interaction).